This data is from Reaction yield outcomes from USPTO patents with 853,638 reactions. The task is: Predict the reaction yield, written as a fraction of the theoretical maximum amount of product (1.0 means a 100% yield; for example, 0.34 means a 34% yield). (1) The reactants are [Cl:1][C:2]1[CH:7]=[CH:6][C:5]([O:8][C:9]2[CH:16]=[CH:15][C:12]([CH:13]=O)=[CH:11][CH:10]=2)=[CH:4][C:3]=1[CH3:17].[H-].[Na+].[CH2:20]1COCC1. The catalyst is [Br-].C[P+](C1C=CC=CC=1)(C1C=CC=CC=1)C1C=CC=CC=1. The product is [Cl:1][C:2]1[CH:7]=[CH:6][C:5]([O:8][C:9]2[CH:16]=[CH:15][C:12]([CH:13]=[CH2:20])=[CH:11][CH:10]=2)=[CH:4][C:3]=1[CH3:17]. The yield is 0.590. (2) The reactants are [NH2:1][C:2](=[O:33])[C:3]([NH:6][C:7](=[O:32])[C:8]1[CH:13]=[CH:12][CH:11]=[C:10]([C:14]2[C:23]3[C:18](=[CH:19][C:20]([OH:29])=[C:21]4[O:26][C:25]([CH3:28])([CH3:27])[CH2:24][C:22]4=3)[CH2:17][C:16]([CH3:31])([CH3:30])[N:15]=2)[CH:9]=1)([CH3:5])[CH3:4].C(=O)([O-])[O-].[K+].[K+].[I-].[K+].Br[CH2:43][CH2:44][OH:45]. The product is [NH2:1][C:2](=[O:33])[C:3]([NH:6][C:7](=[O:32])[C:8]1[CH:13]=[CH:12][CH:11]=[C:10]([C:14]2[C:23]3[C:18](=[CH:19][C:20]([O:29][CH2:43][CH2:44][OH:45])=[C:21]4[O:26][C:25]([CH3:27])([CH3:28])[CH2:24][C:22]4=3)[CH2:17][C:16]([CH3:31])([CH3:30])[N:15]=2)[CH:9]=1)([CH3:5])[CH3:4]. The yield is 0.440. The catalyst is CN(C)C=O. (3) The reactants are CC(OI1(OC(C)=O)(OC(C)=O)OC(=O)C2C=CC=CC1=2)=O.[CH3:23][S:24]([N:27]1[CH2:32][CH2:31][C:30]2[N:33]([CH2:46][CH2:47][CH2:48][OH:49])[N:34]=[C:35]([C:36]3[CH:41]=[CH:40][C:39]([C:42]([F:45])([F:44])[F:43])=[CH:38][CH:37]=3)[C:29]=2[CH2:28]1)(=[O:26])=[O:25].[O-]S([O-])(=S)=O.[Na+].[Na+]. The catalyst is C(Cl)Cl.CCOCC.C([O-])(O)=O.[Na+]. The product is [CH3:23][S:24]([N:27]1[CH2:32][CH2:31][C:30]2[N:33]([CH2:46][CH2:47][CH:48]=[O:49])[N:34]=[C:35]([C:36]3[CH:37]=[CH:38][C:39]([C:42]([F:43])([F:44])[F:45])=[CH:40][CH:41]=3)[C:29]=2[CH2:28]1)(=[O:26])=[O:25]. The yield is 0.850. (4) The yield is 0.560. The catalyst is CCOCC.O.CCOC(C)=O. The reactants are Br[C:2]1[O:3][C:4]2[CH:11]=[CH:10][CH:9]=[CH:8][C:5]=2[C:6]=1[Br:7].CN([CH:15]=[O:16])C.O.O.C(O)(=O)C(O)=O. The product is [Br:7][C:6]1[C:5]2[CH:8]=[CH:9][CH:10]=[CH:11][C:4]=2[O:3][C:2]=1[CH:15]=[O:16]. (5) The reactants are [I:1][C:2]1[C:10]2[C:5](=[CH:6][CH:7]=[C:8]([NH2:11])[CH:9]=2)[N:4]([CH:12]2[CH2:17][CH2:16][CH2:15][CH2:14][O:13]2)[N:3]=1.[N:18]1([CH:23]([C:27]2[CH:31]=[CH:30][S:29][CH:28]=2)[C:24](O)=[O:25])[CH2:22][CH2:21][CH2:20][CH2:19]1.CN(C(ON1N=NC2C=CC=CC1=2)=[N+](C)C)C.[B-](F)(F)(F)F.CCN(C(C)C)C(C)C. The catalyst is CN(C=O)C. The product is [I:1][C:2]1[C:10]2[C:5](=[CH:6][CH:7]=[C:8]([NH:11][C:24](=[O:25])[CH:23]([N:18]3[CH2:22][CH2:21][CH2:20][CH2:19]3)[C:27]3[CH:31]=[CH:30][S:29][CH:28]=3)[CH:9]=2)[N:4]([CH:12]2[CH2:17][CH2:16][CH2:15][CH2:14][O:13]2)[N:3]=1. The yield is 0.860.